The task is: Predict the reaction yield, written as a fraction of the theoretical maximum amount of product (1.0 means a 100% yield; for example, 0.34 means a 34% yield).. This data is from Reaction yield outcomes from USPTO patents with 853,638 reactions. No catalyst specified. The product is [CH3:1][O:2][C:3]([C:4]1[CH:9]=[CH:8][C:7]2[N:10]([CH2:11][CH2:12][OH:13])[CH:16]=[N:14][C:6]=2[CH:5]=1)=[O:15]. The reactants are [CH3:1][O:2][C:3](=[O:15])[C:4]1[CH:9]=[CH:8][C:7]([NH:10][CH2:11][CH2:12][OH:13])=[C:6]([NH2:14])[CH:5]=1.[CH:16](O)=O. The yield is 0.780.